This data is from hERG potassium channel inhibition data for cardiac toxicity prediction from Karim et al.. The task is: Regression/Classification. Given a drug SMILES string, predict its toxicity properties. Task type varies by dataset: regression for continuous values (e.g., LD50, hERG inhibition percentage) or binary classification for toxic/non-toxic outcomes (e.g., AMES mutagenicity, cardiotoxicity, hepatotoxicity). Dataset: herg_karim. (1) The result is 0 (non-blocker). The drug is CC(C)(C)N1CCN(c2ccc(N3CCN(C(=O)N[C@H]4C5CC6CC4C[C@](C(N)=O)(C6)C5)c4ccccc43)nc2)CC1. (2) The compound is O=C(NCC[C@@H](O)CN1CCN(c2cccc(Cl)c2Cl)CC1)c1cc2ccccc2[nH]1. The result is 1 (blocker). (3) The molecule is C(#Cc1cc(-c2n[nH]c3c2Cc2cc(-n4ccnn4)ccc2-3)cs1)COc1ccccc1. The result is 0 (non-blocker). (4) The drug is O=c1ccc2ncc(F)c3c2n1C[C@@]3(O)CC12CCC(NCc3cc4c(nn3)OCCO4)(CC1)CO2. The result is 0 (non-blocker). (5) The molecule is CC(=O)NCCc1ccccc1-c1onc([C@H]2CNCC[C@]2(O)c2ccc(F)c(F)c2)c1Br. The result is 0 (non-blocker). (6) The drug is O=C(OC1C[C@@H]2CC3C[C@H](C1)[N+]2CC3=O)C1=c2ccccc2=NC1. The result is 0 (non-blocker). (7) The molecule is CCC(CC)NCCCc1cc(-c2cccc(C(F)(F)F)c2)nc(C#N)n1. The result is 1 (blocker).